Dataset: Forward reaction prediction with 1.9M reactions from USPTO patents (1976-2016). Task: Predict the product of the given reaction. (1) Given the reactants [CH3:1][N:2]([CH3:29])[C@H:3]1[CH2:7][CH2:6][N:5]([C:8]2[C:13]([C:14]3[O:15][C:16](=[O:28])[C:17]4[C:23]([CH2:24][CH3:25])=[CH:22][C:21]([O:26][CH3:27])=[CH:20][C:18]=4[N:19]=3)=[CH:12][CH:11]=[CH:10][N:9]=2)[CH2:4]1.[CH3:30]I, predict the reaction product. The product is: [C:16]([O-:28])(=[O:15])[CH3:17].[CH2:24]([C:23]1[C:17]2[C:16](=[O:28])[O:15][C:14]([C:13]3[C:8]([N:5]4[CH2:6][CH2:7][CH:3]([N+:2]([CH3:30])([CH3:1])[CH3:29])[CH2:4]4)=[N:9][CH:10]=[CH:11][CH:12]=3)=[N:19][C:18]=2[CH:20]=[C:21]([O:26][CH3:27])[CH:22]=1)[CH3:25]. (2) Given the reactants [NH2:1][CH:2]1[CH2:7][CH2:6][N:5]([CH2:8][C@H:9]2[N:19]3[C:20]4[N:11]([C:12](=[O:22])[CH:13]=[CH:14][C:15]=4[CH:16]=[CH:17][C:18]3=[O:21])[CH2:10]2)[CH2:4][CH2:3]1.[F:23][C:24]([F:34])([F:33])[C:25]1[N:30]=[CH:29][C:28]([CH:31]=O)=[CH:27][CH:26]=1.[BH-](OC(C)=O)(OC(C)=O)OC(C)=O.[Na+].C(Cl)[Cl:50], predict the reaction product. The product is: [ClH:50].[F:34][C:24]([F:23])([F:33])[C:25]1[N:30]=[CH:29][C:28]([CH2:31][NH:1][CH:2]2[CH2:3][CH2:4][N:5]([CH2:8][C@H:9]3[N:19]4[C:20]5[N:11]([C:12](=[O:22])[CH:13]=[CH:14][C:15]=5[CH:16]=[CH:17][C:18]4=[O:21])[CH2:10]3)[CH2:6][CH2:7]2)=[CH:27][CH:26]=1. (3) Given the reactants C[O:2][C:3]([C@H:5]1[CH2:10][CH2:9][C@H:8]([O:11][C:12]2[CH:24]=[CH:23][C:15]([C:16]([O:18][C:19](C)(C)C)=[O:17])=[CH:14][CH:13]=2)[CH2:7][CH2:6]1)=[O:4].FC(F)(F)C(O)=O, predict the reaction product. The product is: [CH3:19][O:18][C:16]([C@H:15]1[CH2:23][CH2:24][C@H:12]([O:11][C:8]2[CH:7]=[CH:6][C:5]([C:3]([OH:4])=[O:2])=[CH:10][CH:9]=2)[CH2:13][CH2:14]1)=[O:17]. (4) The product is: [CH2:1]([N:3]1[CH2:7][CH2:6][C@H:5]([C:8]([NH:10][CH2:11][C:12]2[CH:17]=[C:16]([F:18])[CH:15]=[CH:14][C:13]=2[S:19]([NH:22][C:23]2[C:32]([C:33]([OH:35])=[O:34])=[C:31]3[C:26]([CH:27]4[CH2:37][CH:28]4[CH2:29][O:30]3)=[CH:25][CH:24]=2)(=[O:20])=[O:21])=[O:9])[CH2:4]1)[CH3:2]. Given the reactants [CH2:1]([N:3]1[CH2:7][CH2:6][C@H:5]([C:8]([NH:10][CH2:11][C:12]2[CH:17]=[C:16]([F:18])[CH:15]=[CH:14][C:13]=2[S:19]([NH:22][C:23]2[C:32]([C:33]([O:35]C)=[O:34])=[C:31]3[C:26]([CH:27]4[CH2:37][CH:28]4[CH2:29][O:30]3)=[CH:25][CH:24]=2)(=[O:21])=[O:20])=[O:9])[CH2:4]1)[CH3:2].O.[OH-].[Li+].O, predict the reaction product. (5) Given the reactants [Cl:1][C:2]1[CH:3]=[CH:4][C:5]2[NH:11][C:10](=S)[C@@H:9]([CH2:13][C:14]([O:16][CH2:17][CH3:18])=[O:15])[O:8][C@H:7]([C:19]3[CH:24]=[CH:23][CH:22]=[C:21]([O:25][CH3:26])[C:20]=3[O:27][CH3:28])[C:6]=2[CH:29]=1.O.[NH2:31][NH2:32], predict the reaction product. The product is: [Cl:1][C:2]1[CH:3]=[CH:4][C:5]2[NH:11][C:10](=[N:31][NH2:32])[C@@H:9]([CH2:13][C:14]([O:16][CH2:17][CH3:18])=[O:15])[O:8][C@H:7]([C:19]3[CH:24]=[CH:23][CH:22]=[C:21]([O:25][CH3:26])[C:20]=3[O:27][CH3:28])[C:6]=2[CH:29]=1.